Dataset: Reaction yield outcomes from USPTO patents with 853,638 reactions. Task: Predict the reaction yield, written as a fraction of the theoretical maximum amount of product (1.0 means a 100% yield; for example, 0.34 means a 34% yield). The reactants are C[O:2][C:3]1[CH:29]=[CH:28][C:6]([CH2:7][C:8]2[C:12]3[C:13](=[O:27])[N:14]([C:21]4[CH:26]=[CH:25][CH:24]=[CH:23][CH:22]=4)[C:15]4[N:16]=[CH:17][CH:18]=[CH:19][C:20]=4[C:11]=3[NH:10][N:9]=2)=[CH:5][CH:4]=1.Br.O. The catalyst is C(O)(=O)C. The product is [OH:2][C:3]1[CH:29]=[CH:28][C:6]([CH2:7][C:8]2[C:12]3[C:13](=[O:27])[N:14]([C:21]4[CH:26]=[CH:25][CH:24]=[CH:23][CH:22]=4)[C:15]4[N:16]=[CH:17][CH:18]=[CH:19][C:20]=4[C:11]=3[NH:10][N:9]=2)=[CH:5][CH:4]=1. The yield is 0.960.